Dataset: Full USPTO retrosynthesis dataset with 1.9M reactions from patents (1976-2016). Task: Predict the reactants needed to synthesize the given product. (1) Given the product [CH3:16][N:17]([CH3:19])[CH:18]=[C:7]([C:4]1[CH:5]=[CH:6][N:1]=[CH:2][CH:3]=1)[C:8]([O:10][CH2:11][CH3:12])=[O:9], predict the reactants needed to synthesize it. The reactants are: [N:1]1[CH:6]=[CH:5][C:4]([CH2:7][C:8]([O:10][CH2:11][CH3:12])=[O:9])=[CH:3][CH:2]=1.C(O[CH:16](OCC)[N:17]([CH3:19])[CH3:18])C. (2) Given the product [CH3:42][N:2]1[CH2:3][CH2:4][C:5]2[C:10](=[CH:9][C:8]([NH:11][C:12]3[N:17]=[C:16]([C:18]4[C:19]([C:27]5[CH:28]=[C:29]([NH:33][C:34](=[O:41])[C:35]6[CH:36]=[CH:37][CH:38]=[CH:39][CH:40]=6)[CH:30]=[CH:31][CH:32]=5)=[N:20][N:21]5[CH:26]=[CH:25][CH:24]=[CH:23][C:22]=45)[CH:15]=[CH:14][N:13]=3)=[CH:7][CH:6]=2)[CH2:1]1, predict the reactants needed to synthesize it. The reactants are: [CH2:1]1[C:10]2[C:5](=[CH:6][CH:7]=[C:8]([NH:11][C:12]3[N:17]=[C:16]([C:18]4[C:19]([C:27]5[CH:28]=[C:29]([NH:33][C:34](=[O:41])[C:35]6[CH:40]=[CH:39][CH:38]=[CH:37][CH:36]=6)[CH:30]=[CH:31][CH:32]=5)=[N:20][N:21]5[CH:26]=[CH:25][CH:24]=[CH:23][C:22]=45)[CH:15]=[CH:14][N:13]=3)[CH:9]=2)[CH2:4][CH2:3][NH:2]1.[CH2:42](Cl)Cl.CO.C=O.C(O[BH-](OC(=O)C)OC(=O)C)(=O)C.[Na+]. (3) Given the product [OH:13][C:12](=[O:14])[CH2:11][CH2:10][CH2:9][CH2:8][CH2:7][NH:6][C:4](=[O:5])[C:3]([C:1]#[N:2])=[CH:20][C:19]1[CH:22]=[CH:23][C:16]([OH:15])=[CH:17][CH:18]=1, predict the reactants needed to synthesize it. The reactants are: [C:1]([CH2:3][C:4]([NH:6][CH2:7][CH2:8][CH2:9][CH2:10][CH2:11][C:12]([OH:14])=[O:13])=[O:5])#[N:2].[OH:15][C:16]1[CH:23]=[CH:22][C:19]([CH:20]=O)=[CH:18][CH:17]=1.N1CCCCC1. (4) Given the product [CH2:1]([O:5][C:6]1[CH:7]=[CH:8][C:9]([S:12]([N:15]2[C:23]3[C:18](=[CH:19][C:20]([O:24][CH3:25])=[CH:21][CH:22]=3)[C:17]([CH2:26][CH2:27][C:28]3[NH:32][N:31]=[N:30][N:29]=3)=[CH:16]2)(=[O:13])=[O:14])=[CH:10][CH:11]=1)[CH2:2][CH2:3][CH3:4], predict the reactants needed to synthesize it. The reactants are: [CH2:1]([O:5][C:6]1[CH:11]=[CH:10][C:9]([S:12]([N:15]2[C:23]3[C:18](=[CH:19][C:20]([O:24][CH3:25])=[CH:21][CH:22]=3)[C:17]([CH2:26][CH2:27][C:28]#[N:29])=[CH:16]2)(=[O:14])=[O:13])=[CH:8][CH:7]=1)[CH2:2][CH2:3][CH3:4].[N:30]([Si](C)(C)C)=[N+:31]=[N-:32].C([Sn](CCCC)=O)CCC.CCCCCC. (5) Given the product [CH3:9][O:8][C:4]1[CH:3]=[C:2]([CH:41]=[CH:40][C:39]([O:43][CH3:44])=[O:42])[CH:7]=[N:6][CH:5]=1, predict the reactants needed to synthesize it. The reactants are: Br[C:2]1[CH:3]=[C:4]([O:8][CH3:9])[CH:5]=[N:6][CH:7]=1.CC1C=CC=CC=1P(C1C=CC=CC=1C)C1C=CC=CC=1C.C(N(CC)CC)C.[C:39]([O:43][CH3:44])(=[O:42])[CH:40]=[CH2:41].